From a dataset of Merck oncology drug combination screen with 23,052 pairs across 39 cell lines. Regression. Given two drug SMILES strings and cell line genomic features, predict the synergy score measuring deviation from expected non-interaction effect. (1) Drug 1: C#Cc1cccc(Nc2ncnc3cc(OCCOC)c(OCCOC)cc23)c1. Drug 2: Cn1cc(-c2cnn3c(N)c(Br)c(C4CCCNC4)nc23)cn1. Cell line: HCT116. Synergy scores: synergy=24.8. (2) Drug 2: CS(=O)(=O)CCNCc1ccc(-c2ccc3ncnc(Nc4ccc(OCc5cccc(F)c5)c(Cl)c4)c3c2)o1. Drug 1: O=P1(N(CCCl)CCCl)NCCCO1. Cell line: RPMI7951. Synergy scores: synergy=-9.27. (3) Drug 1: CN(C)C(=N)N=C(N)N. Drug 2: CC(C)CC(NC(=O)C(Cc1ccccc1)NC(=O)c1cnccn1)B(O)O. Cell line: OV90. Synergy scores: synergy=-4.33. (4) Drug 1: CC(=O)OC1C(=O)C2(C)C(O)CC3OCC3(OC(C)=O)C2C(OC(=O)c2ccccc2)C2(O)CC(OC(=O)C(O)C(NC(=O)c3ccccc3)c3ccccc3)C(C)=C1C2(C)C. Drug 2: NC1(c2ccc(-c3nc4ccn5c(=O)[nH]nc5c4cc3-c3ccccc3)cc2)CCC1. Cell line: SW620. Synergy scores: synergy=18.8. (5) Cell line: HT29. Drug 2: CCc1c2c(nc3ccc(O)cc13)-c1cc3c(c(=O)n1C2)COC(=O)C3(O)CC. Drug 1: Cn1c(=O)n(-c2ccc(C(C)(C)C#N)cc2)c2c3cc(-c4cnc5ccccc5c4)ccc3ncc21. Synergy scores: synergy=17.4. (6) Drug 1: O=C(CCCCCCC(=O)Nc1ccccc1)NO. Drug 2: NC1CCCCC1N.O=C(O)C(=O)O.[Pt+2]. Cell line: NCIH2122. Synergy scores: synergy=11.0.